The task is: Predict the reactants needed to synthesize the given product.. This data is from Full USPTO retrosynthesis dataset with 1.9M reactions from patents (1976-2016). (1) The reactants are: [NH2:1][CH:2]([C:9]1[CH:14]=[CH:13][CH:12]=[CH:11][CH:10]=1)[C:3]1[CH:8]=[CH:7][CH:6]=[CH:5][CH:4]=1.C(N(CC)CC)C.Cl[S:23]([CH2:26][C@H:27]([CH3:32])[C:28]([O:30][CH3:31])=[O:29])(=[O:25])=[O:24]. Given the product [C:9]1([CH:2]([C:3]2[CH:8]=[CH:7][CH:6]=[CH:5][CH:4]=2)[NH:1][S:23]([CH2:26][C@H:27]([CH3:32])[C:28]([O:30][CH3:31])=[O:29])(=[O:25])=[O:24])[CH:14]=[CH:13][CH:12]=[CH:11][CH:10]=1, predict the reactants needed to synthesize it. (2) Given the product [CH:1]1([NH:6][C:7]2[N:12]=[C:11]([C:13]3[C:14]([C:23]4[CH:24]=[CH:25][C:26]([F:29])=[CH:27][CH:28]=4)=[N:15][N:16]4[CH:21]=[CH:20][C:19]([NH:22][S:31]([CH3:30])(=[O:33])=[O:32])=[CH:18][C:17]=34)[CH:10]=[CH:9][N:8]=2)[CH2:5][CH2:4][CH2:3][CH2:2]1, predict the reactants needed to synthesize it. The reactants are: [CH:1]1([NH:6][C:7]2[N:12]=[C:11]([C:13]3[C:14]([C:23]4[CH:28]=[CH:27][C:26]([F:29])=[CH:25][CH:24]=4)=[N:15][N:16]4[CH:21]=[CH:20][C:19]([NH2:22])=[CH:18][C:17]=34)[CH:10]=[CH:9][N:8]=2)[CH2:5][CH2:4][CH2:3][CH2:2]1.[CH3:30][S:31](Cl)(=[O:33])=[O:32].C(=O)(O)[O-]. (3) Given the product [CH2:1]([N:8]1[CH2:9][C:10]([CH3:18])([CH3:19])[O:11][CH2:12][C:13]1([CH:15]([OH:17])[CH3:16])[CH3:14])[C:2]1[CH:3]=[CH:4][CH:5]=[CH:6][CH:7]=1, predict the reactants needed to synthesize it. The reactants are: [CH2:1]([N:8]1[C:13]([CH:15]([OH:17])[CH3:16])([CH3:14])[CH2:12][O:11][C:10]([CH3:19])([CH3:18])[C:9]1=O)[C:2]1[CH:7]=[CH:6][CH:5]=[CH:4][CH:3]=1.CO. (4) Given the product [Br:1][C:2]1[CH:11]=[C:10]2[C:5]([CH:6]=[CH:7][C:8]([C:16]([OH:18])=[O:17])=[N:9]2)=[CH:4][N:3]=1, predict the reactants needed to synthesize it. The reactants are: [Br:1][C:2]1[CH:11]=[C:10]2[C:5]([CH:6]=[CH:7][C:8](C)=[N:9]2)=[CH:4][N:3]=1.[Se](=O)=O.[CH:16]([OH:18])=[O:17].OO. (5) Given the product [C:25]([C:24]1[C:18]([C:19]([O:21][CH2:22][CH3:23])=[O:20])=[CH:17][N:10]=[C:8]([N:5]2[CH2:6][CH2:7][O:2][CH2:3][CH2:4]2)[N:9]=1)([CH3:28])([CH3:26])[CH3:27], predict the reactants needed to synthesize it. The reactants are: Br.[O:2]1[CH2:7][CH2:6][N:5]([C:8]([NH2:10])=[NH:9])[CH2:4][CH2:3]1.C[O-].[Na+].CN([CH:17]=[C:18]([C:24](=O)[C:25]([CH3:28])([CH3:27])[CH3:26])[C:19]([O:21][CH2:22][CH3:23])=[O:20])C. (6) Given the product [C:16](=[O:27])([O:17][C:18]1[CH:19]=[CH:20][C:21]([N+:24]([O-:26])=[O:25])=[CH:22][CH:23]=1)[O:1][CH2:2][C:3]1[O:4][C:5](=[O:9])[O:6][C:7]=1[CH3:8], predict the reactants needed to synthesize it. The reactants are: [OH:1][CH2:2][C:3]1[O:4][C:5](=[O:9])[O:6][C:7]=1[CH3:8].N1C=CC=CC=1.[C:16](Cl)(=[O:27])[O:17][C:18]1[CH:23]=[CH:22][C:21]([N+:24]([O-:26])=[O:25])=[CH:20][CH:19]=1.C(=O)(O)[O-].[Na+].